Dataset: Peptide-MHC class II binding affinity with 134,281 pairs from IEDB. Task: Regression. Given a peptide amino acid sequence and an MHC pseudo amino acid sequence, predict their binding affinity value. This is MHC class II binding data. (1) The peptide sequence is LLNAKFFHMNIYECK. The MHC is HLA-DPA10301-DPB10402 with pseudo-sequence HLA-DPA10301-DPB10402. The binding affinity (normalized) is 0.239. (2) The MHC is HLA-DPA10103-DPB10201 with pseudo-sequence HLA-DPA10103-DPB10201. The binding affinity (normalized) is 0.239. The peptide sequence is QLVPKLDEVYNAAYN. (3) The peptide sequence is LVVRMYLSSQAIRLV. The MHC is HLA-DPA10103-DPB10301 with pseudo-sequence HLA-DPA10103-DPB10301. The binding affinity (normalized) is 0.577. (4) The peptide sequence is SKMSVVMRNTTWEGQ. The MHC is H-2-IAb with pseudo-sequence H-2-IAb. The binding affinity (normalized) is 0.368. (5) The peptide sequence is ENVIDVKLVDANGKL. The MHC is DRB1_1101 with pseudo-sequence DRB1_1101. The binding affinity (normalized) is 0.183. (6) The binding affinity (normalized) is 0.233. The MHC is HLA-DPA10201-DPB11401 with pseudo-sequence HLA-DPA10201-DPB11401. The peptide sequence is AAGVAAWSLIALMIP.